Dataset: Reaction yield outcomes from USPTO patents with 853,638 reactions. Task: Predict the reaction yield, written as a fraction of the theoretical maximum amount of product (1.0 means a 100% yield; for example, 0.34 means a 34% yield). The reactants are Br[C:2]1[CH:7]=[CH:6][C:5]([NH2:8])=[C:4]([F:9])[CH:3]=1.[F:10][C:11]1[CH:16]=[C:15]([F:17])[CH:14]=[CH:13][C:12]=1B(O)O.C(=O)([O-])[O-].[Na+].[Na+]. The catalyst is COCCOC.C1C=CC([P]([Pd]([P](C2C=CC=CC=2)(C2C=CC=CC=2)C2C=CC=CC=2)([P](C2C=CC=CC=2)(C2C=CC=CC=2)C2C=CC=CC=2)[P](C2C=CC=CC=2)(C2C=CC=CC=2)C2C=CC=CC=2)(C2C=CC=CC=2)C2C=CC=CC=2)=CC=1. The product is [F:9][C:4]1[CH:3]=[C:2]([C:14]2[CH:13]=[CH:12][C:11]([F:10])=[CH:16][C:15]=2[F:17])[CH:7]=[CH:6][C:5]=1[NH2:8]. The yield is 0.900.